The task is: Predict the reactants needed to synthesize the given product.. This data is from Full USPTO retrosynthesis dataset with 1.9M reactions from patents (1976-2016). (1) Given the product [F:1][C:2]1([C:29]2[CH:34]=[N:35][CH:32]=[CH:31][N:30]=2)[N:6]([O:7][C:8]2[CH:9]=[N:10][CH:11]=[CH:12][CH:13]=2)[C:5]2[CH:14]=[C:15]([O:18][C:19]3[CH:20]=[N:21][C:22]([S:25]([CH3:28])(=[O:26])=[O:27])=[CH:23][CH:24]=3)[CH:16]=[CH:17][C:4]=2[NH:3]1, predict the reactants needed to synthesize it. The reactants are: [F:1][C:2]1([C:29]2[CH:34]=C[CH:32]=[CH:31][N:30]=2)[N:6]([O:7][C:8]2[CH:9]=[N:10][CH:11]=[CH:12][CH:13]=2)[C:5]2[CH:14]=[C:15]([O:18][C:19]3[CH:20]=[N:21][C:22]([S:25]([CH3:28])(=[O:27])=[O:26])=[CH:23][CH:24]=3)[CH:16]=[CH:17][C:4]=2[NH:3]1.[N:35]1C=CN=CC=1C(O)=O. (2) Given the product [I:25][CH2:28][CH2:29][C:30]1[CH:31]=[C:32]([C:36]2[CH:41]=[CH:40][CH:39]=[CH:38][CH:37]=2)[CH:33]=[CH:34][CH:35]=1, predict the reactants needed to synthesize it. The reactants are: C1(P(C2C=CC=CC=2)C2C=CC=CC=2)C=CC=CC=1.N1C=CN=C1.[I:25]I.O[CH2:28][CH2:29][C:30]1[CH:31]=[C:32]([C:36]2[CH:41]=[CH:40][CH:39]=[CH:38][CH:37]=2)[CH:33]=[CH:34][CH:35]=1.